From a dataset of Reaction yield outcomes from USPTO patents with 853,638 reactions. Predict the reaction yield, written as a fraction of the theoretical maximum amount of product (1.0 means a 100% yield; for example, 0.34 means a 34% yield). (1) The reactants are [Br:1][C:2]1[C:3](F)=[C:4]2[C:10]([NH:11][C:12](=[O:16])[CH:13]([CH3:15])[CH3:14])=[CH:9][NH:8][C:5]2=[N:6][CH:7]=1.[CH3:18][C@@H:19]1[CH2:24][CH2:23][NH:22][CH2:21][C@H:20]1[NH:25]C(=O)OC(C)(C)C.CCN(C(C)C)C(C)C.C(O)(C(F)(F)F)=O.[ClH:49]. The catalyst is CCCCO.C(Cl)Cl.CO.CCOCC. The product is [ClH:49].[NH2:25][C@H:20]1[C@H:19]([CH3:18])[CH2:24][CH2:23][N:22]([C:3]2[C:2]([Br:1])=[CH:7][N:6]=[C:5]3[NH:8][CH:9]=[C:10]([NH:11][C:12](=[O:16])[CH:13]([CH3:15])[CH3:14])[C:4]=23)[CH2:21]1. The yield is 0.0400. (2) The reactants are [CH3:1][N:2]([CH3:9])[CH2:3][CH2:4][C:5](OC)=[O:6].[NH2:10][NH2:11]. The catalyst is C(O)C. The product is [NH2:10][NH:11][C:5](=[O:6])[CH2:4][CH2:3][N:2]([CH3:9])[CH3:1]. The yield is 1.00. (3) The reactants are [Br:1][C:2]1[CH:10]=[C:9]2[C:5]([CH2:6][C:7]3([CH2:27][CH2:26][CH:25]([O:28][CH3:29])[CH2:24][CH2:23]3)[C:8]2([NH:16]S(C(C)(C)C)=O)[C:11]([O:13][CH2:14][CH3:15])=[O:12])=[CH:4][CH:3]=1. The catalyst is C(Cl)Cl.Cl[Ti](Cl)(Cl)Cl. The product is [NH2:16][C:8]1([C:11]([O:13][CH2:14][CH3:15])=[O:12])[C:9]2[C:5](=[CH:4][CH:3]=[C:2]([Br:1])[CH:10]=2)[CH2:6][C:7]21[CH2:23][CH2:24][CH:25]([O:28][CH3:29])[CH2:26][CH2:27]2. The yield is 0.570. (4) The reactants are [C:1]1([S:7]([N:10]2[C:18]3[C:13](=[CH:14][C:15](B4OC(C)(C)C(C)(C)O4)=[CH:16][CH:17]=3)[CH:12]=[C:11]2[C:28]2[C:33]([F:34])=[CH:32][CH:31]=[CH:30][C:29]=2[F:35])(=[O:9])=[O:8])[CH:6]=[CH:5][CH:4]=[CH:3][CH:2]=1.[CH3:36][O:37][C:38](=[O:47])[C:39]1[CH:44]=[CH:43][C:42](Br)=[C:41]([Cl:46])[CH:40]=1.C([O-])([O-])=O.[Cs+].[Cs+]. The catalyst is O1CCOCC1.C1C=CC(P(C2C=CC=CC=2)[C-]2C=CC=C2)=CC=1.C1C=CC(P(C2C=CC=CC=2)[C-]2C=CC=C2)=CC=1.Cl[Pd]Cl.[Fe+2]. The product is [CH3:36][O:37][C:38](=[O:47])[C:39]1[CH:44]=[CH:43][C:42]([C:15]2[CH:14]=[C:13]3[C:18](=[CH:17][CH:16]=2)[N:10]([S:7]([C:1]2[CH:2]=[CH:3][CH:4]=[CH:5][CH:6]=2)(=[O:9])=[O:8])[C:11]([C:28]2[C:29]([F:35])=[CH:30][CH:31]=[CH:32][C:33]=2[F:34])=[CH:12]3)=[C:41]([Cl:46])[CH:40]=1. The yield is 0.410. (5) The reactants are CCN(C(C)C)C(C)C.Cl.[NH2:11][C@@H:12]([CH2:31][CH2:32][C:33]1[CH:38]=[CH:37][CH:36]=[CH:35][CH:34]=1)[C:13]([NH:15][C@@H:16]([CH2:27][CH:28]([CH3:30])[CH3:29])[C:17]([O:19][CH2:20][C:21]1[CH:26]=[CH:25][CH:24]=[CH:23][CH:22]=1)=[O:18])=[O:14].[O:39]1[CH2:44][CH2:43][N:42]([CH2:45][C:46](O)=[O:47])[CH2:41][CH2:40]1.CN(C(ON1N=NC2C=CC=NC1=2)=[N+](C)C)C.F[P-](F)(F)(F)(F)F. The catalyst is C(Cl)Cl. The product is [CH3:29][CH:28]([CH3:30])[CH2:27][C@H:16]([NH:15][C:13](=[O:14])[C@@H:12]([NH:11][C:46](=[O:47])[CH2:45][N:42]1[CH2:43][CH2:44][O:39][CH2:40][CH2:41]1)[CH2:31][CH2:32][C:33]1[CH:34]=[CH:35][CH:36]=[CH:37][CH:38]=1)[C:17]([O:19][CH2:20][C:21]1[CH:22]=[CH:23][CH:24]=[CH:25][CH:26]=1)=[O:18]. The yield is 0.980.